This data is from Full USPTO retrosynthesis dataset with 1.9M reactions from patents (1976-2016). The task is: Predict the reactants needed to synthesize the given product. Given the product [CH3:1][C:2]1[S:3][CH:4]=[C:5]([C:7]([NH:9][C:10]2[CH:18]=[C:17]([C:33]3[CH:38]=[N:37][C:36]([O:39][CH3:40])=[C:35]([NH:41][S:42]([CH3:45])(=[O:44])=[O:43])[CH:34]=3)[CH:16]=[C:15]3[C:11]=2[CH:12]=[N:13][NH:14]3)=[O:8])[N:6]=1, predict the reactants needed to synthesize it. The reactants are: [CH3:1][C:2]1[S:3][CH:4]=[C:5]([C:7]([NH:9][C:10]2[CH:18]=[C:17]([Sn](C)(C)C)[CH:16]=[C:15]3[C:11]=2[CH:12]=[N:13][N:14]3S(C2C=CC=CC=2)(=O)=O)=[O:8])[N:6]=1.Br[C:33]1[CH:34]=[C:35]([NH:41][S:42]([CH3:45])(=[O:44])=[O:43])[C:36]([O:39][CH3:40])=[N:37][CH:38]=1.CN(C=O)C.